This data is from Forward reaction prediction with 1.9M reactions from USPTO patents (1976-2016). The task is: Predict the product of the given reaction. (1) Given the reactants OCC#N.N1C=CC=CC=1.CCN(CC)CC.S.[OH:19][CH2:20][C:21]([NH2:23])=[S:22].Cl[CH:25]([C:29](=O)[CH3:30])[C:26](=[O:28])[CH3:27], predict the reaction product. The product is: [OH:19][CH2:20][C:21]1[S:22][C:25]([C:26](=[O:28])[CH3:27])=[C:29]([CH3:30])[N:23]=1. (2) Given the reactants [NH2:1][C:2]1[N:6]([CH:7]([CH3:9])[CH3:8])[N:5]=[CH:4][C:3]=1[C:10]([NH2:12])=[O:11].N[C:14]1[N:18]([C:19]2C=CC=C[CH:20]=2)N=C[C:15]=1C(N)=O, predict the reaction product. The product is: [CH:7]([N:6]1[C:2]2[N:1]=[C:20]3[CH2:19][NH:18][CH2:14][CH2:15][N:12]3[C:10](=[O:11])[C:3]=2[CH:4]=[N:5]1)([CH3:8])[CH3:9]. (3) Given the reactants [NH2:1][C:2]1[C:7]2[C:8]([C:11]3[CH:16]=[CH:15][C:14]([O:17][C:18]4[CH:23]=[CH:22][CH:21]=[CH:20][CH:19]=4)=[CH:13][CH:12]=3)=[CH:9][S:10][C:6]=2[C:5](/[CH:24]=[CH:25]/[C:26]([O:28]C(C)(C)C)=[O:27])=[CH:4][N:3]=1.C1(C)C=CC=CC=1, predict the reaction product. The product is: [NH2:1][C:2]1[C:7]2[C:8]([C:11]3[CH:12]=[CH:13][C:14]([O:17][C:18]4[CH:23]=[CH:22][CH:21]=[CH:20][CH:19]=4)=[CH:15][CH:16]=3)=[CH:9][S:10][C:6]=2[C:5](/[CH:24]=[CH:25]/[C:26]([OH:28])=[O:27])=[CH:4][N:3]=1. (4) Given the reactants [CH2:1]([O:3][C:4](=[O:15])[CH2:5][C:6]1[CH:11]=[CH:10][C:9]([O:12][CH3:13])=[C:8]([NH2:14])[CH:7]=1)[CH3:2].[CH:16](=O)[C:17]1[CH:22]=[CH:21][CH:20]=[CH:19][CH:18]=1.C([N-]C(C)C)(C)C.[Li+].[N+:32]([C:35]1[CH:42]=[CH:41][C:38]([CH2:39]Br)=[CH:37][CH:36]=1)([O-:34])=[O:33], predict the reaction product. The product is: [CH2:1]([O:3][C:4](=[O:15])[CH:5]([C:6]1[CH:11]=[CH:10][C:9]([O:12][CH3:13])=[C:8]([N:14]=[CH:16][C:17]2[CH:22]=[CH:21][CH:20]=[CH:19][CH:18]=2)[CH:7]=1)[CH2:39][C:38]1[CH:41]=[CH:42][C:35]([N+:32]([O-:34])=[O:33])=[CH:36][CH:37]=1)[CH3:2]. (5) The product is: [Br:20][C:21]1[N:22]=[C:23]([O:16][C:13]2[CH:12]=[CH:11][C:10]([CH2:9][C@H:8]3[CH2:17][O:18][C:6](=[O:19])[NH:7]3)=[CH:15][CH:14]=2)[CH:24]=[CH:25][CH:26]=1. Given the reactants C(O[C:6](=[O:19])[NH:7][C@H:8]([CH2:17][OH:18])[CH2:9][C:10]1[CH:15]=[CH:14][C:13]([OH:16])=[CH:12][CH:11]=1)(C)(C)C.[Br:20][C:21]1[CH:26]=[CH:25][CH:24]=[C:23](Br)[N:22]=1.C(=O)([O-])[O-].[K+].[K+], predict the reaction product.